Dataset: Reaction yield outcomes from USPTO patents with 853,638 reactions. Task: Predict the reaction yield, written as a fraction of the theoretical maximum amount of product (1.0 means a 100% yield; for example, 0.34 means a 34% yield). (1) The reactants are [Cl:1][C:2]1[CH:3]=[CH:4][C:5]([S:8]([NH:11][CH2:12][C:13]2[CH:18]=[CH:17][C:16]([O:19][CH3:20])=[CH:15][CH:14]=2)(=[O:10])=[O:9])=[N:6][CH:7]=1.[H-].[Na+].[CH3:23][O:24][C:25]1[CH:32]=[CH:31][C:28]([CH2:29]Cl)=[CH:27][CH:26]=1.O. The catalyst is CN(C)C=O.C(OCC)(=O)C. The product is [Cl:1][C:2]1[CH:3]=[CH:4][C:5]([S:8]([N:11]([CH2:29][C:28]2[CH:31]=[CH:32][C:25]([O:24][CH3:23])=[CH:26][CH:27]=2)[CH2:12][C:13]2[CH:18]=[CH:17][C:16]([O:19][CH3:20])=[CH:15][CH:14]=2)(=[O:10])=[O:9])=[N:6][CH:7]=1. The yield is 0.840. (2) The reactants are [N:1]1([C:7]2[CH:16]=[CH:15][CH:14]=[C:13]3[C:8]=2[C:9]([NH2:18])=[N:10][C:11]([NH2:17])=[N:12]3)[CH2:6][CH2:5][NH:4][CH2:3][CH2:2]1.[C:19]1([CH3:29])[C:20]([S:25](Cl)(=[O:27])=[O:26])=[CH:21][CH:22]=[CH:23][CH:24]=1. No catalyst specified. The product is [C:19]1([CH3:29])[C:20]([S:25]([N:4]2[CH2:5][CH2:6][N:1]([C:7]3[CH:16]=[CH:15][CH:14]=[C:13]4[C:8]=3[C:9]([NH2:18])=[N:10][C:11]([NH2:17])=[N:12]4)[CH2:2][CH2:3]2)(=[O:27])=[O:26])=[CH:21][CH:22]=[CH:23][CH:24]=1. The yield is 0.370. (3) The reactants are C([O:4][C:5]1[C:10]2[CH:11]=[C:12]([CH2:14][CH3:15])[O:13][C:9]=2[CH:8]=[C:7]([C:16]([O:18][CH2:19][CH3:20])=[O:17])[CH:6]=1)(=O)C.C([O-])([O-])=O.[K+].[K+]. The catalyst is C(O)C. The product is [CH2:14]([C:12]1[O:13][C:9]2[CH:8]=[C:7]([C:16]([O:18][CH2:19][CH3:20])=[O:17])[CH:6]=[C:5]([OH:4])[C:10]=2[CH:11]=1)[CH3:15]. The yield is 0.880. (4) The reactants are [F:1][C:2]([F:18])([C:6]1[CH:11]=[CH:10][C:9]([O:12][C:13]([F:16])([F:15])[F:14])=[CH:8][C:7]=1[CH3:17])[C:3]([OH:5])=O.P(Cl)(Cl)(Cl)=O.Cl.[NH2:25][CH2:26][C:27]1[CH:28]=[C:29]2[C:33](=[CH:34][CH:35]=1)[C:32](=[O:36])[N:31]([CH:37]1[CH2:42][CH2:41][C:40](=[O:43])[NH:39][C:38]1=[O:44])[CH2:30]2.C(=O)(O)[O-].[Na+]. The catalyst is N1C=CC=CC=1. The product is [O:44]=[C:38]1[CH:37]([N:31]2[CH2:30][C:29]3[C:33](=[CH:34][CH:35]=[C:27]([CH2:26][NH:25][C:3](=[O:5])[C:2]([F:1])([F:18])[C:6]4[CH:11]=[CH:10][C:9]([O:12][C:13]([F:16])([F:15])[F:14])=[CH:8][C:7]=4[CH3:17])[CH:28]=3)[C:32]2=[O:36])[CH2:42][CH2:41][C:40](=[O:43])[NH:39]1. The yield is 0.110. (5) The reactants are [CH3:1][O:2][C:3](/[CH:5]=[CH:6]/[C:7]([O:9][CH2:10][C:11]([OH:13])=O)=[O:8])=[O:4].C(Cl)(=O)C(Cl)=O.[CH2:20]([O:22][C:23](=[O:33])[CH2:24][NH:25][CH2:26][C:27]1[CH:32]=[CH:31][CH:30]=[CH:29][CH:28]=1)[CH3:21].C(N(C(C)C)CC)(C)C. The catalyst is ClCCl.CN(C1C=CN=CC=1)C.CN(C)C=O. The product is [C:7]([O:9][CH2:10][C:11](=[O:13])[N:25]([CH2:24][C:23]([O:22][CH2:20][CH3:21])=[O:33])[CH2:26][C:27]1[CH:32]=[CH:31][CH:30]=[CH:29][CH:28]=1)(=[O:8])/[CH:6]=[CH:5]/[C:3]([O:2][CH3:1])=[O:4]. The yield is 0.130. (6) The reactants are [CH2:1]([S:8]([CH2:11][C:12](O)=O)(=[O:10])=[O:9])[C:2]1[CH:7]=[CH:6][CH:5]=[CH:4][CH:3]=1.[Cl:15][C:16]1[CH:23]=[CH:22][C:19](C=O)=[CH:18][CH:17]=1. No catalyst specified. The product is [CH2:1]([S:8](/[CH:11]=[CH:12]/[C:19]1[CH:22]=[CH:23][C:16]([Cl:15])=[CH:17][CH:18]=1)(=[O:10])=[O:9])[C:2]1[CH:7]=[CH:6][CH:5]=[CH:4][CH:3]=1. The yield is 0.780. (7) The reactants are [OH:1][CH:2]1[CH2:7][CH2:6][N:5]([C:8]([O:10][C:11]([CH3:14])([CH3:13])[CH3:12])=[O:9])[CH2:4][CH2:3]1.[CH3:15][S:16](Cl)(=[O:18])=[O:17]. The catalyst is C(Cl)Cl.CN(C1C=CN=CC=1)C. The product is [CH3:15][S:16]([O:1][CH:2]1[CH2:3][CH2:4][N:5]([C:8]([O:10][C:11]([CH3:14])([CH3:13])[CH3:12])=[O:9])[CH2:6][CH2:7]1)(=[O:18])=[O:17]. The yield is 1.00. (8) The product is [O:9]1[C:13]2[CH:14]=[CH:15][C:16]([C:18]3[N:8]=[C:4]4[CH:3]=[C:2]([Br:1])[CH:7]=[CH:6][N:5]4[CH:19]=3)=[CH:17][C:12]=2[O:11][CH2:10]1. No catalyst specified. The yield is 0.930. The reactants are [Br:1][C:2]1[CH:7]=[CH:6][N:5]=[C:4]([NH2:8])[CH:3]=1.[O:9]1[C:13]2[CH:14]=[CH:15][C:16]([C:18](=O)[CH2:19]Br)=[CH:17][C:12]=2[O:11][CH2:10]1. (9) The reactants are [NH2:1][C:2]1[CH:30]=[CH:29][C:5]([O:6][C:7]2[CH:12]=[CH:11][N:10]=[C:9]([NH:13][C:14]([N:16]3[CH2:21][CH2:20][CH:19]([N:22]4[CH2:27][CH2:26][N:25]([CH3:28])[CH2:24][CH2:23]4)[CH2:18][CH2:17]3)=[O:15])[CH:8]=2)=[CH:4][CH:3]=1.[C:31]1([CH2:37][C:38]([N:40]=[C:41]=[O:42])=[O:39])[CH:36]=[CH:35][CH:34]=[CH:33][CH:32]=1. The catalyst is O1CCCC1.CCCCCC. The product is [CH3:28][N:25]1[CH2:24][CH2:23][N:22]([CH:19]2[CH2:18][CH2:17][N:16]([C:14]([NH:13][C:9]3[CH:8]=[C:7]([O:6][C:5]4[CH:4]=[CH:3][C:2]([NH:1][C:41]([NH:40][C:38](=[O:39])[CH2:37][C:31]5[CH:32]=[CH:33][CH:34]=[CH:35][CH:36]=5)=[O:42])=[CH:30][CH:29]=4)[CH:12]=[CH:11][N:10]=3)=[O:15])[CH2:21][CH2:20]2)[CH2:27][CH2:26]1. The yield is 0.460. (10) The reactants are Br[C:2]1[CH:7]=[CH:6][C:5]([C:8]([N:10]2[CH2:15][CH2:14][N:13]([C:16]([O:18][C:19]([CH3:22])([CH3:21])[CH3:20])=[O:17])[CH2:12][CH2:11]2)=[O:9])=[CH:4][CH:3]=1.[CH3:23][C:24]1[NH:25][C:26]2[C:31]([CH:32]=1)=[CH:30][CH:29]=[CH:28][CH:27]=2.C(=O)([O-])[O-].[K+].[K+].CN[C@@H]1CCCC[C@H]1NC. The catalyst is C1(C)C=CC=CC=1.O.[Cu]I. The product is [CH3:23][C:24]1[N:25]([C:2]2[CH:7]=[CH:6][C:5]([C:8]([N:10]3[CH2:15][CH2:14][N:13]([C:16]([O:18][C:19]([CH3:22])([CH3:21])[CH3:20])=[O:17])[CH2:12][CH2:11]3)=[O:9])=[CH:4][CH:3]=2)[C:26]2[C:31]([CH:32]=1)=[CH:30][CH:29]=[CH:28][CH:27]=2. The yield is 0.730.